This data is from Forward reaction prediction with 1.9M reactions from USPTO patents (1976-2016). The task is: Predict the product of the given reaction. (1) Given the reactants C[O:2][C:3](=[O:18])[C:4]1[CH:9]=[CH:8][C:7]([O:10][CH3:11])=[C:6]([O:12][CH2:13][CH2:14][CH2:15][O:16][CH3:17])[CH:5]=1.[OH-].[Na+], predict the reaction product. The product is: [CH3:11][O:10][C:7]1[CH:8]=[CH:9][C:4]([C:3]([OH:18])=[O:2])=[CH:5][C:6]=1[O:12][CH2:13][CH2:14][CH2:15][O:16][CH3:17]. (2) Given the reactants C(OC([N:8]1[CH2:13][CH2:12][CH:11]([CH2:14][N:15]2[C:25](=[O:26])[C:24]3[N:27]4[C:17](=[CH:18][N:19]=[C:20]4[CH:21]=[CH:22][CH:23]=3)[C:16]2=[O:28])[CH2:10][CH2:9]1)=O)(C)(C)C.[ClH:29], predict the reaction product. The product is: [ClH:29].[ClH:29].[NH:8]1[CH2:13][CH2:12][CH:11]([CH2:14][N:15]2[C:25](=[O:26])[C:24]3[N:27]4[C:17](=[CH:18][N:19]=[C:20]4[CH:21]=[CH:22][CH:23]=3)[C:16]2=[O:28])[CH2:10][CH2:9]1. (3) Given the reactants [OH:1][C@@H:2]1[CH2:5][C@H:4]([CH:6]([NH:8][C:9]([C:11]2[C:19]3[C:14](=[N:15][CH:16]=[C:17]([C:20]4[C:28]5[C:23](=[CH:24][C:25]([F:29])=[CH:26][CH:27]=5)[N:22]([CH3:30])[N:21]=4)[N:18]=3)[N:13](COCC[Si](C)(C)C)[CH:12]=2)=[O:10])[CH3:7])[CH2:3]1.C(O)(C(F)(F)F)=O.C(N)CN, predict the reaction product. The product is: [OH:1][C@@H:2]1[CH2:3][C@H:4]([CH:6]([NH:8][C:9]([C:11]2[C:19]3[C:14](=[N:15][CH:16]=[C:17]([C:20]4[C:28]5[C:23](=[CH:24][C:25]([F:29])=[CH:26][CH:27]=5)[N:22]([CH3:30])[N:21]=4)[N:18]=3)[NH:13][CH:12]=2)=[O:10])[CH3:7])[CH2:5]1. (4) Given the reactants [C:1]([O:5][C:6]([N:8]1[CH2:13][CH2:12][N:11]([C:14]2[N:19]=[C:18]([C:20]3[CH:25]=[CH:24][N:23]=[C:22]([NH:26][CH:27]4[CH2:32][CH2:31][CH2:30][CH2:29][CH2:28]4)[CH:21]=3)[CH:17]=[C:16]([C:33]([NH:35][NH2:36])=[O:34])[CH:15]=2)[CH2:10][CH2:9]1)=[O:7])([CH3:4])([CH3:3])[CH3:2].C1C[O:40][CH2:39]C1.C(C1NC=CN=1)(C1NC=CN=1)=O.CCN(CC)CC, predict the reaction product. The product is: [C:1]([O:5][C:6]([N:8]1[CH2:13][CH2:12][N:11]([C:14]2[N:19]=[C:18]([C:20]3[CH:25]=[CH:24][N:23]=[C:22]([NH:26][CH:27]4[CH2:32][CH2:31][CH2:30][CH2:29][CH2:28]4)[CH:21]=3)[CH:17]=[C:16]([C:33]3[O:34][C:39](=[O:40])[NH:36][N:35]=3)[CH:15]=2)[CH2:10][CH2:9]1)=[O:7])([CH3:4])([CH3:2])[CH3:3]. (5) Given the reactants [Br:1][C:2]1[CH:7]=[CH:6][C:5]([CH:8]=[CH2:9])=[C:4]([F:10])[CH:3]=1, predict the reaction product. The product is: [Br:1][C:2]1[CH:7]=[CH:6][C:5]([CH2:8][CH3:9])=[C:4]([F:10])[CH:3]=1. (6) Given the reactants [Br:1][C:2]1[CH:3]=[C:4]([CH:11]=[C:12]([S:14]([F:19])([F:18])([F:17])([F:16])[F:15])[CH:13]=1)[C:5](N(OC)C)=[O:6].[CH3:20]OC1C=C(C(=O)C)C=C(S(F)(F)(F)(F)F)C=1, predict the reaction product. The product is: [Br:1][C:2]1[CH:3]=[C:4]([C:5](=[O:6])[CH3:20])[CH:11]=[C:12]([S:14]([F:19])([F:18])([F:17])([F:16])[F:15])[CH:13]=1. (7) The product is: [Cl:11][C:12]1[CH:17]=[CH:16][CH:15]=[C:14]([Cl:18])[C:13]=1[C:19]1[NH:20][C:21]([C:38]2[CH:39]=[CH:40][CH:41]=[CH:42][CH:43]=2)=[C:22]([C:24]2[N:29]=[C:28]([NH:30][CH2:31][CH:32]([CH3:34])[CH3:33])[C:27]([NH2:35])=[CH:26][CH:25]=2)[N:23]=1. Given the reactants S(S([O-])=O)([O-])=O.[Na+].[Na+].[NH4+].[OH-].[Cl:11][C:12]1[CH:17]=[CH:16][CH:15]=[C:14]([Cl:18])[C:13]=1[C:19]1[NH:20][C:21]([C:38]2[CH:43]=[CH:42][CH:41]=[CH:40][CH:39]=2)=[C:22]([C:24]2[N:29]=[C:28]([NH:30][CH2:31][CH:32]([CH3:34])[CH3:33])[C:27]([N+:35]([O-])=O)=[CH:26][CH:25]=2)[N:23]=1.O, predict the reaction product.